Dataset: Peptide-MHC class I binding affinity with 185,985 pairs from IEDB/IMGT. Task: Regression. Given a peptide amino acid sequence and an MHC pseudo amino acid sequence, predict their binding affinity value. This is MHC class I binding data. (1) The peptide sequence is LVYDASPL. The MHC is H-2-Kb with pseudo-sequence H-2-Kb. The binding affinity (normalized) is 0.550. (2) The peptide sequence is ETACLGKSY. The MHC is HLA-B07:02 with pseudo-sequence HLA-B07:02. The binding affinity (normalized) is 0.0847. (3) The peptide sequence is KSLKLLNT. The MHC is H-2-Db with pseudo-sequence H-2-Db. The binding affinity (normalized) is 0.146. (4) The peptide sequence is YSGNIVHRY. The MHC is HLA-A03:01 with pseudo-sequence HLA-A03:01. The binding affinity (normalized) is 0.0847.